From a dataset of Catalyst prediction with 721,799 reactions and 888 catalyst types from USPTO. Predict which catalyst facilitates the given reaction. (1) Reactant: N12CCCN=C1CCCCC2.[N:12]1([CH2:18][CH2:19][O:20][C:21]2[CH:22]=[C:23]3[C:27](=[CH:28][CH:29]=2)[NH:26][C:25]([C:30]2[C:38]4[C:33](=[CH:34][CH:35]=[C:36](O)[CH:37]=4)[NH:32][N:31]=2)=[CH:24]3)[CH2:17][CH2:16][CH2:15][CH2:14][CH2:13]1.[N+](C1C=C[C:46]([O:49][P:50](C)(=[O:61])[O:51]C2C=CC([N+]([O-])=O)=CC=2)=CC=1)([O-])=O.C(=O)(O)[O-].[Na+]. Product: [CH3:46][O:49][P:50]([C:36]1[CH:37]=[C:38]2[C:33](=[CH:34][CH:35]=1)[NH:32][N:31]=[C:30]2[C:25]1[NH:26][C:27]2[C:23]([CH:24]=1)=[CH:22][C:21]([O:20][CH2:19][CH2:18][N:12]1[CH2:17][CH2:16][CH2:15][CH2:14][CH2:13]1)=[CH:29][CH:28]=2)(=[O:51])[OH:61]. The catalyst class is: 98. (2) Reactant: [Cl:1][C:2]1[CH:10]=[C:9]([Br:11])[CH:8]=[CH:7][C:3]=1[C:4]([OH:6])=O.[CH2:12]([O:14][CH:15]([O:18][CH2:19][CH3:20])[CH2:16][NH2:17])[CH3:13].CCN=C=NCCCN(C)C. Product: [Br:11][C:9]1[CH:8]=[CH:7][C:3]([C:4]([NH:17][CH2:16][CH:15]([O:18][CH2:19][CH3:20])[O:14][CH2:12][CH3:13])=[O:6])=[C:2]([Cl:1])[CH:10]=1. The catalyst class is: 2. (3) The catalyst class is: 5. Product: [OH:6][CH2:7][CH2:8][NH:9][C:10]1[N:15]=[C:14]([NH:16][C:17]([NH:19][S:20]([C:23]2[S:24][C:25]([CH2:29][CH2:30][O:31][CH3:32])=[C:26]([CH3:28])[CH:27]=2)(=[O:22])=[O:21])=[O:18])[CH:13]=[C:12]([S:33][CH3:34])[CH:11]=1. Reactant: C([Si](C)(C)[O:6][CH2:7][CH2:8][NH:9][C:10]1[N:15]=[C:14]([NH:16][C:17]([NH:19][S:20]([C:23]2[S:24][C:25]([CH2:29][CH2:30][O:31][CH3:32])=[C:26]([CH3:28])[CH:27]=2)(=[O:22])=[O:21])=[O:18])[CH:13]=[C:12]([S:33][CH3:34])[CH:11]=1)(C)(C)C.Cl. (4) Reactant: [O:1]=[CH:2][C:3]1[CH:11]=[CH:10][C:8]([OH:9])=[C:5]([O:6][CH3:7])[CH:4]=1.Br[CH2:13][CH2:14][CH2:15][C:16]([O:18][CH3:19])=[O:17].C(=O)([O-])[O-].[K+].[K+].O. Product: [CH:2]([C:3]1[CH:11]=[CH:10][C:8]([O:9][CH2:13][CH2:14][CH2:15][C:16]([O:18][CH3:19])=[O:17])=[C:5]([O:6][CH3:7])[CH:4]=1)=[O:1]. The catalyst class is: 3. (5) Product: [CH2:1]([Sn:19]([CH2:20][CH2:21][CH2:22][CH3:23])([CH2:15][CH2:16][CH2:17][CH3:18])[C:9]1[S:10][C:11]([Sn:19]([CH2:24][CH2:25][CH2:26][CH3:27])([CH2:20][CH2:21][CH2:22][CH3:23])[CH2:15][CH2:16][CH2:17][CH3:18])=[C:12]2[O:13][CH2:14][CH2:6][O:7][C:8]=12)[CH2:2][CH2:3][CH3:4]. Reactant: [CH2:1]([Li])[CH2:2][CH2:3][CH3:4].[CH2:6]1[CH2:14][O:13][C:12]2[C:8](=[CH:9][S:10][CH:11]=2)[O:7]1.[CH2:15]([Sn:19](Cl)([CH2:24][CH2:25][CH2:26][CH3:27])[CH2:20][CH2:21][CH2:22][CH3:23])[CH2:16][CH2:17][CH3:18].[F-].[Na+]. The catalyst class is: 305. (6) Product: [C:4]1([CH2:3][C@H:2]([NH:1][C:15](=[O:24])[CH2:16][CH2:17][C:18]2[CH:23]=[CH:22][CH:21]=[CH:20][CH:19]=2)[C:10]([OH:12])=[O:11])[CH:9]=[CH:8][CH:7]=[CH:6][CH:5]=1. Reactant: [NH2:1][C@H:2]([C:10]([OH:12])=[O:11])[CH2:3][C:4]1[CH:9]=[CH:8][CH:7]=[CH:6][CH:5]=1.[OH-].[Na+].[C:15](Cl)(=[O:24])[CH2:16][CH2:17][C:18]1[CH:23]=[CH:22][CH:21]=[CH:20][CH:19]=1.Cl. The catalyst class is: 38. (7) Reactant: [Cl:1][C:2]1[C:3]([CH:9]=O)=[N:4][CH:5]=[C:6]([Cl:8])[N:7]=1.[CH2:11]([NH:18][CH2:19][CH2:20][OH:21])[C:12]1[CH:17]=[CH:16][CH:15]=[CH:14][CH:13]=1.C(O)(=O)C.C(O[BH-](OC(=O)C)OC(=O)C)(=O)C.[Na+]. Product: [CH2:11]([N:18]([CH2:9][C:3]1[C:2]([Cl:1])=[N:7][C:6]([Cl:8])=[CH:5][N:4]=1)[CH2:19][CH2:20][OH:21])[C:12]1[CH:17]=[CH:16][CH:15]=[CH:14][CH:13]=1. The catalyst class is: 1. (8) Reactant: Cl.[Cl:2][C:3]1[CH:15]=[CH:14][C:6]([O:7][CH2:8][C:9]([O:11]CC)=[O:10])=[C:5]([N:16]2[CH2:21][CH2:20][NH:19][CH2:18][CH2:17]2)[CH:4]=1.[C:22]1([S:28](Cl)(=[O:30])=[O:29])[CH:27]=[CH:26][CH:25]=[CH:24][CH:23]=1.C(N(CC)CC)C.Cl. Product: [Cl:2][C:3]1[CH:15]=[CH:14][C:6]([O:7][CH2:8][C:9]([OH:11])=[O:10])=[C:5]([N:16]2[CH2:17][CH2:18][N:19]([S:28]([C:22]3[CH:27]=[CH:26][CH:25]=[CH:24][CH:23]=3)(=[O:30])=[O:29])[CH2:20][CH2:21]2)[CH:4]=1. The catalyst class is: 1. (9) Reactant: C1CCN2C(=NCCC2)CC1.C1C2C(COC([NH:29][C@@H:30]([CH2:34][CH2:35][CH2:36][CH2:37][NH:38][C:39]([O:41][CH2:42][C:43]3[CH:48]=[CH:47][C:46]([N:49]=[N+:50]=[N-:51])=[CH:45][CH:44]=3)=[O:40])[C:31]([OH:33])=[O:32])=O)C3C(=CC=CC=3)C=2C=CC=1. Product: [NH2:29][C@@H:30]([CH2:34][CH2:35][CH2:36][CH2:37][NH:38][C:39]([O:41][CH2:42][C:43]1[CH:44]=[CH:45][C:46]([N:49]=[N+:50]=[N-:51])=[CH:47][CH:48]=1)=[O:40])[C:31]([OH:33])=[O:32]. The catalyst class is: 3. (10) Reactant: [CH2:1]([C:3]1[N:11]=[C:10]([C:12]([F:15])([F:14])[F:13])[N:9]=[C:8]2[C:4]=1[N:5]=[CH:6][N:7]2[C:16]1[CH:21]=[CH:20][C:19]([O:22]CC2C=CC=CC=2)=[CH:18][CH:17]=1)[CH3:2].CO.[H][H]. Product: [CH2:1]([C:3]1[N:11]=[C:10]([C:12]([F:15])([F:14])[F:13])[N:9]=[C:8]2[C:4]=1[N:5]=[CH:6][N:7]2[C:16]1[CH:17]=[CH:18][C:19]([OH:22])=[CH:20][CH:21]=1)[CH3:2]. The catalyst class is: 331.